Task: Predict the reactants needed to synthesize the given product.. Dataset: Full USPTO retrosynthesis dataset with 1.9M reactions from patents (1976-2016) (1) The reactants are: [F:1][C:2]1[CH:7]=[CH:6][CH:5]=[CH:4][C:3]=1[N:8]1[C:12](O)=[CH:11][C:10]([C:14]([O:16][CH2:17][CH3:18])=[O:15])=[N:9]1.P(Br)(Br)([Br:21])=O.C(=O)([O-])O.[Na+]. Given the product [Br:21][C:12]1[N:8]([C:3]2[CH:4]=[CH:5][CH:6]=[CH:7][C:2]=2[F:1])[N:9]=[C:10]([C:14]([O:16][CH2:17][CH3:18])=[O:15])[CH:11]=1, predict the reactants needed to synthesize it. (2) Given the product [NH2:1][C:2]1[N:3]([CH3:24])[C:4](=[O:23])[C:5]2([C:15]3[C:10](=[CH:11][CH:12]=[C:13]([C:31]4[CH:30]=[CH:29][CH:28]=[C:27]([C:26]([F:37])([F:36])[F:25])[CH:32]=4)[CH:14]=3)[O:9][CH:8]([C:17]3[CH:22]=[CH:21][CH:20]=[CH:19][CH:18]=3)[CH2:7]2)[N:6]=1, predict the reactants needed to synthesize it. The reactants are: [NH2:1][C:2]1[N:3]([CH3:24])[C:4](=[O:23])[C:5]2([C:15]3[C:10](=[CH:11][CH:12]=[C:13](Br)[CH:14]=3)[O:9][CH:8]([C:17]3[CH:22]=[CH:21][CH:20]=[CH:19][CH:18]=3)[CH2:7]2)[N:6]=1.[F:25][C:26]([F:37])([F:36])[C:27]1[CH:28]=[C:29](B(O)O)[CH:30]=[CH:31][CH:32]=1. (3) Given the product [CH3:9][CH:10]1[C:5]2[N:6]=[CH:7][NH:8][C:4]=2[CH2:3][CH2:2][NH:1]1, predict the reactants needed to synthesize it. The reactants are: [NH2:1][CH2:2][CH2:3][C:4]1[N:8]=[CH:7][NH:6][CH:5]=1.[CH:9](=O)[CH3:10].[OH-].[Na+]. (4) Given the product [Cl:15][C:16]1[CH:21]=[C:20]([F:22])[CH:19]=[CH:18][C:17]=1[NH:23][C:4]1[CH2:5][CH2:6][N:1]([N:9]2[CH2:14][CH2:13][CH2:12][CH2:11][CH2:10]2)[C:2](=[O:8])[CH:3]=1, predict the reactants needed to synthesize it. The reactants are: [N:1]1([N:9]2[CH2:14][CH2:13][CH2:12][CH2:11][CH2:10]2)[CH2:6][CH2:5][C:4](=O)[CH2:3][C:2]1=[O:8].[Cl:15][C:16]1[CH:21]=[C:20]([F:22])[CH:19]=[CH:18][C:17]=1[NH2:23]. (5) Given the product [CH3:16][O:15][C:13]([C:5]1[C:4]2[C:8](=[CH:9][CH:10]=[C:2]([F:1])[CH:3]=2)[NH:7][CH:6]=1)=[O:14], predict the reactants needed to synthesize it. The reactants are: [F:1][C:2]1[CH:3]=[C:4]2[C:8](=[CH:9][CH:10]=1)[NH:7][CH:6]=[CH:5]2.FC(F)(F)[C:13]([O:15][C:16](=O)C(F)(F)F)=[O:14].O. (6) The reactants are: [CH2:1]([C:4]1[CH:9]=[CH:8][C:7]([CH2:10][CH2:11][CH:12]=[O:13])=[CH:6][CH:5]=1)[CH2:2][CH3:3].C[C@H](NC([C@H]1N(C([C@@H](NC([C@@H](N)CC2C=CC(O)=CC=2)=O)CC(O)=O)=O)CCC1)=O)C(N1[C@H](C(N2[C@H](C(N3[C@H](C(N4[C@H](C(N5[C@H](C(N6[C@H](C(O)=O)CCC6)=O)CCC5)=O)CCC4)=O)CCC3)=O)CCC2)=O)CCC1)=O. Given the product [CH2:1]([CH:4]1[CH2:9][CH2:8][CH:7]([CH2:10][CH2:11][CH:12]=[O:13])[CH2:6][CH2:5]1)[CH2:2][CH3:3], predict the reactants needed to synthesize it.